Dataset: Full USPTO retrosynthesis dataset with 1.9M reactions from patents (1976-2016). Task: Predict the reactants needed to synthesize the given product. (1) The reactants are: [N+](=[C:3]([C:8]1[CH:17]=[CH:16][C:15]2[C:10](=[CH:11][CH:12]=[CH:13][CH:14]=2)[CH:9]=1)[C:4]([O:6][CH3:7])=[O:5])=[N-].[CH:18](/[C:22]1[CH:27]=[CH:26][CH:25]=[CH:24][CH:23]=1)=[CH:19]\[CH:20]=[CH2:21]. Given the product [CH:9]1[C:10]2[C:15](=[CH:14][CH:13]=[CH:12][CH:11]=2)[CH:16]=[CH:17][C:8]=1[C:3]1([C:4]([O:6][CH3:7])=[O:5])[CH2:21][CH:20]1/[CH:19]=[CH:18]/[C:22]1[CH:27]=[CH:26][CH:25]=[CH:24][CH:23]=1, predict the reactants needed to synthesize it. (2) Given the product [OH:23][N:22]=[C:4]([C:3]1[C:2]([CH3:1])=[N:9][C:8]([CH2:10][O:11][Si:12]([CH:19]([CH3:21])[CH3:20])([CH:16]([CH3:18])[CH3:17])[CH:13]([CH3:14])[CH3:15])=[CH:7][CH:6]=1)[NH2:5], predict the reactants needed to synthesize it. The reactants are: [CH3:1][C:2]1[N:9]=[C:8]([CH2:10][O:11][Si:12]([CH:19]([CH3:21])[CH3:20])([CH:16]([CH3:18])[CH3:17])[CH:13]([CH3:15])[CH3:14])[CH:7]=[CH:6][C:3]=1[C:4]#[N:5].[NH2:22][OH:23]. (3) Given the product [CH:26]([NH:25][CH2:23][CH2:22][C:11]1[C:12]([O:20][CH3:21])=[N:13][C:14]([C:16]([F:17])([F:18])[F:19])=[CH:15][C:10]=1[CH2:9][O:8][Si:1]([C:4]([CH3:5])([CH3:7])[CH3:6])([CH3:3])[CH3:2])([C:33]1[CH:34]=[CH:35][CH:36]=[CH:37][CH:38]=1)[C:27]1[CH:32]=[CH:31][CH:30]=[CH:29][CH:28]=1, predict the reactants needed to synthesize it. The reactants are: [Si:1]([O:8][CH2:9][C:10]1[CH:15]=[C:14]([C:16]([F:19])([F:18])[F:17])[N:13]=[C:12]([O:20][CH3:21])[C:11]=1[CH2:22][CH:23]=O)([C:4]([CH3:7])([CH3:6])[CH3:5])([CH3:3])[CH3:2].[NH2:25][CH:26]([C:33]1[CH:38]=[CH:37][CH:36]=[CH:35][CH:34]=1)[C:27]1[CH:32]=[CH:31][CH:30]=[CH:29][CH:28]=1.C(O[BH-](OC(=O)C)OC(=O)C)(=O)C.[Na+].